Task: Predict the product of the given reaction.. Dataset: Forward reaction prediction with 1.9M reactions from USPTO patents (1976-2016) (1) The product is: [Si:1]([O:8][CH2:9][C:10]1([CH3:38])[S:16][CH2:15][CH2:14][N:13]2[C:17]([C:20]3([C:23]4[CH:28]=[CH:27][C:26]([C:40]5[C:41]([CH3:46])=[N:42][CH:43]=[CH:44][CH:45]=5)=[CH:25][CH:24]=4)[CH2:22][CH2:21]3)=[N:18][N:19]=[C:12]2[CH2:11]1)([C:4]([CH3:5])([CH3:6])[CH3:7])([CH3:2])[CH3:3]. Given the reactants [Si:1]([O:8][CH2:9][C:10]1([CH3:38])[S:16][CH2:15][CH2:14][N:13]2[C:17]([C:20]3([C:23]4[CH:28]=[CH:27][C:26](B5OC(C)(C)C(C)(C)O5)=[CH:25][CH:24]=4)[CH2:22][CH2:21]3)=[N:18][N:19]=[C:12]2[CH2:11]1)([C:4]([CH3:7])([CH3:6])[CH3:5])([CH3:3])[CH3:2].Br[C:40]1[C:41]([CH3:46])=[N:42][CH:43]=[CH:44][CH:45]=1.C(=O)([O-])[O-].[K+].[K+], predict the reaction product. (2) Given the reactants C(OC[O:5][CH:6]1[CH2:24][CH:23]2[N:8]([C:9](=[O:45])[N:10](CC3C=CC(OC)=CC=3)[CH2:11][CH2:12][CH2:13][CH2:14][CH2:15][CH:16]=[CH:17][CH:18]3[C:20]([C:26]([NH:28][S:29]([C:32]4(C)[CH2:34][CH2:33]4)(=[O:31])=[O:30])=[O:27])([NH:21][C:22]2=[O:25])[CH2:19]3)[CH2:7]1)C.Cl.C(=O)([O-])O.[Na+], predict the reaction product. The product is: [OH:5][CH:6]1[CH2:24][CH:23]2[N:8]([C:9](=[O:45])[NH:10][CH2:11][CH2:12][CH2:13][CH2:14][CH2:15][CH:16]=[CH:17][CH:18]3[C:20]([C:26]([NH:28][S:29]([CH:32]4[CH2:33][CH2:34]4)(=[O:31])=[O:30])=[O:27])([NH:21][C:22]2=[O:25])[CH2:19]3)[CH2:7]1. (3) Given the reactants [CH2:1]([O:8][C:9]([NH:11][C@H:12]1[CH2:17][CH2:16][CH2:15][N:14]([CH:18]2[CH2:23][CH2:22][N:21](C(OC(C)(C)C)=O)[CH2:20][CH2:19]2)[C:13]1=[O:31])=[O:10])[C:2]1[CH:7]=[CH:6][CH:5]=[CH:4][CH:3]=1.C(Cl)[Cl:33].Cl, predict the reaction product. The product is: [ClH:33].[O:31]=[C:13]1[C@@H:12]([NH:11][C:9](=[O:10])[O:8][CH2:1][C:2]2[CH:7]=[CH:6][CH:5]=[CH:4][CH:3]=2)[CH2:17][CH2:16][CH2:15][N:14]1[CH:18]1[CH2:23][CH2:22][NH:21][CH2:20][CH2:19]1. (4) Given the reactants [CH3:1][O:2][C:3](=[O:20])[C@@H:4]1[CH2:8][C@@H:7]([OH:9])[CH2:6][N:5]1[C:10]([O:12][CH2:13][C:14]1[CH:19]=[CH:18][CH:17]=[CH:16][CH:15]=1)=[O:11].C(N(CC)CC)C.[C:28]1([CH3:38])[CH:33]=[CH:32][C:31]([S:34](Cl)(=[O:36])=[O:35])=[CH:30][CH:29]=1, predict the reaction product. The product is: [CH3:1][O:2][C:3](=[O:20])[C@@H:4]1[CH2:8][C@@H:7]([O:9][S:34]([C:31]2[CH:32]=[CH:33][C:28]([CH3:38])=[CH:29][CH:30]=2)(=[O:36])=[O:35])[CH2:6][N:5]1[C:10]([O:12][CH2:13][C:14]1[CH:19]=[CH:18][CH:17]=[CH:16][CH:15]=1)=[O:11].